This data is from Skin sensitization/reaction prediction data. The task is: Regression/Classification. Given a drug SMILES string, predict its toxicity properties. Task type varies by dataset: regression for continuous values (e.g., LD50, hERG inhibition percentage) or binary classification for toxic/non-toxic outcomes (e.g., AMES mutagenicity, cardiotoxicity, hepatotoxicity). Dataset: skin_reaction. The molecule is CCC(C=O)CC. The result is 1 (causes skin reaction).